Dataset: Full USPTO retrosynthesis dataset with 1.9M reactions from patents (1976-2016). Task: Predict the reactants needed to synthesize the given product. (1) Given the product [CH3:34][S:31]([N:29]1[CH2:28][CH2:27][C:25]2[N:26]=[C:21]([CH2:20][O:1][CH2:2][CH2:3][CH:4]3[CH2:9][CH2:8][N:7]([C:10]([O:12][C:13]4([CH3:16])[CH2:15][CH2:14]4)=[O:11])[CH2:6][CH2:5]3)[N:22]=[CH:23][C:24]=2[CH2:30]1)(=[O:32])=[O:33], predict the reactants needed to synthesize it. The reactants are: [OH:1][CH2:2][CH2:3][CH:4]1[CH2:9][CH2:8][N:7]([C:10]([O:12][C:13]2([CH3:16])[CH2:15][CH2:14]2)=[O:11])[CH2:6][CH2:5]1.[H-].[Na+].Br[CH2:20][C:21]1[N:22]=[CH:23][C:24]2[CH2:30][N:29]([S:31]([CH3:34])(=[O:33])=[O:32])[CH2:28][CH2:27][C:25]=2[N:26]=1. (2) The reactants are: [F:1][C:2]([F:18])([F:17])[CH2:3][NH:4][C:5]1[CH:12]=[CH:11][C:8]([C:9]#[N:10])=[C:7]([C:13]([F:16])([F:15])[F:14])[CH:6]=1.Br[CH2:20][C:21]([CH3:23])=[CH2:22]. Given the product [CH3:22][C:21](=[CH2:20])[CH2:23][N:4]([CH2:3][C:2]([F:17])([F:18])[F:1])[C:5]1[CH:12]=[CH:11][C:8]([C:9]#[N:10])=[C:7]([C:13]([F:16])([F:14])[F:15])[CH:6]=1, predict the reactants needed to synthesize it. (3) The reactants are: O[C:2]1[N:7]=[CH:6][N:5]=[C:4]([C:8]([O:10][CH2:11][CH3:12])=[O:9])[C:3]=1[CH3:13].O=P(Cl)(Cl)[Cl:16]. Given the product [Cl:16][C:2]1[N:7]=[CH:6][N:5]=[C:4]([C:8]([O:10][CH2:11][CH3:12])=[O:9])[C:3]=1[CH3:13], predict the reactants needed to synthesize it. (4) Given the product [Cl:45][CH2:46][Cl:47].[CH3:4][OH:5].[NH3:11].[F:33][C:27]1[C:28]([F:32])=[CH:29][CH:30]=[CH:31][C:26]=1[NH:25][C:23](=[O:24])[CH2:22][C:20]1[NH:19][N:18]=[C:17]([NH:16][C:10]2[C:9]3[C:14](=[CH:15][C:6]([O:5][CH2:4][CH2:3][CH2:2][N:41]([CH2:39][CH3:40])[CH2:42][CH2:43][OH:44])=[CH:7][CH:8]=3)[N:13]=[CH:12][N:11]=2)[CH:21]=1, predict the reactants needed to synthesize it. The reactants are: Cl[CH2:2][CH2:3][CH2:4][O:5][C:6]1[CH:15]=[C:14]2[C:9]([C:10]([NH:16][C:17]3[CH:21]=[C:20]([CH2:22][C:23]([NH:25][C:26]4[CH:31]=[CH:30][CH:29]=[C:28]([F:32])[C:27]=4[F:33])=[O:24])[NH:19][N:18]=3)=[N:11][CH:12]=[N:13]2)=[CH:8][CH:7]=1.[I-].[K+].CNC.[CH2:39]([NH:41][CH2:42][CH2:43][OH:44])[CH3:40].[Cl:45][CH2:46][Cl:47]. (5) Given the product [CH3:1][C:2]1[CH:3]=[C:4]([C:12]2[CH:21]=[CH:20][C:19]3[C:14](=[CH:15][CH:16]=[C:17]([F:22])[CH:18]=3)[N:13]=2)[CH:5]=[CH:6][CH:7]=1, predict the reactants needed to synthesize it. The reactants are: [CH3:1][C:2]1[CH:3]=[C:4](B(O)O)[CH:5]=[CH:6][CH:7]=1.Cl[C:12]1[CH:21]=[CH:20][C:19]2[C:14](=[CH:15][CH:16]=[C:17]([F:22])[CH:18]=2)[N:13]=1.C(=O)([O-])[O-].[K+].[K+].C1(C)C=CC=CC=1.